The task is: Predict the product of the given reaction.. This data is from Forward reaction prediction with 1.9M reactions from USPTO patents (1976-2016). (1) The product is: [Br:1][C:2]1[N:6]([CH2:7][O:8][CH2:9][CH2:10][Si:11]([CH3:14])([CH3:13])[CH3:12])[C:5]([N:15]2[CH2:16][CH2:17][NH:18][CH2:19][CH2:20]2)=[N:4][C:3]=1[C:26]1[CH:27]=[C:28]([O:33][CH3:34])[C:29]([NH2:32])=[N:30][CH:31]=1. Given the reactants [Br:1][C:2]1[N:6]([CH2:7][O:8][CH2:9][CH2:10][Si:11]([CH3:14])([CH3:13])[CH3:12])[C:5]([N:15]2[CH2:20][CH2:19][N:18](S(CC)(=O)=O)[CH2:17][CH2:16]2)=[N:4][C:3]=1[C:26]1[CH:27]=[C:28]([O:33][CH3:34])[C:29]([NH2:32])=[N:30][CH:31]=1, predict the reaction product. (2) Given the reactants C(OC([N:8]1[CH2:12][C:11]([CH3:14])([CH3:13])[CH2:10][CH:9]1[C:15](=[O:17])[NH2:16])=O)(C)(C)C.[ClH:18].C(OCC)C, predict the reaction product. The product is: [ClH:18].[CH3:13][C:11]1([CH3:14])[CH2:12][NH:8][CH:9]([C:15]([NH2:16])=[O:17])[CH2:10]1. (3) The product is: [CH3:1][O:2][C:3]1[CH:8]=[CH:7][CH:6]=[CH:5][C:4]=1[C:9]1[NH:10][C:11]2[C:16]([CH:17]=1)=[CH:15][C:14]([C:33]1[C:38]3([CH2:42][CH2:41][CH2:40][CH2:39]3)[CH2:37][N:36]([C:43]([O:45][C:46]([CH3:49])([CH3:48])[CH3:47])=[O:44])[CH2:35][CH:34]=1)=[CH:13][CH:12]=2. Given the reactants [CH3:1][O:2][C:3]1[CH:8]=[CH:7][CH:6]=[CH:5][C:4]=1[C:9]1[NH:10][C:11]2[C:16]([CH:17]=1)=[CH:15][C:14](B1OC(C)(C)C(C)(C)O1)=[CH:13][CH:12]=2.FC(F)(F)S(O[C:33]1[C:38]2([CH2:42][CH2:41][CH2:40][CH2:39]2)[CH2:37][N:36]([C:43]([O:45][C:46]([CH3:49])([CH3:48])[CH3:47])=[O:44])[CH2:35][CH:34]=1)(=O)=O.C(=O)([O-])[O-].[Cs+].[Cs+], predict the reaction product.